From a dataset of HIV replication inhibition screening data with 41,000+ compounds from the AIDS Antiviral Screen. Binary Classification. Given a drug SMILES string, predict its activity (active/inactive) in a high-throughput screening assay against a specified biological target. The drug is O=S(=O)(O)SCCCNCCCCCCCCNCCCSS(=O)(=O)O. The result is 0 (inactive).